Dataset: Forward reaction prediction with 1.9M reactions from USPTO patents (1976-2016). Task: Predict the product of the given reaction. (1) The product is: [C:10]([C:13]1[CH:45]=[CH:44][C:16]([O:17][CH2:18][C:19]2[CH:24]=[CH:23][C:22]([CH:25]([O:37][CH:38]3[CH2:43][CH2:42][CH2:41][CH2:40][O:39]3)[C:26]3[CH:27]=[CH:28][C:29]([O:35][CH3:36])=[C:30]([CH:34]=3)[C:31]([NH2:4])=[O:32])=[CH:21][CH:20]=2)=[C:15]([CH2:46][CH2:47][CH3:48])[C:14]=1[OH:49])(=[O:12])[CH3:11]. Given the reactants CC([N:4]=C=NC(C)C)C.[C:10]([C:13]1[CH:45]=[CH:44][C:16]([O:17][CH2:18][C:19]2[CH:24]=[CH:23][C:22]([CH:25]([O:37][CH:38]3[CH2:43][CH2:42][CH2:41][CH2:40][O:39]3)[C:26]3[CH:27]=[CH:28][C:29]([O:35][CH3:36])=[C:30]([CH:34]=3)[C:31](O)=[O:32])=[CH:21][CH:20]=2)=[C:15]([CH2:46][CH2:47][CH3:48])[C:14]=1[OH:49])(=[O:12])[CH3:11].O.ON1C2C=CC=CC=2N=N1, predict the reaction product. (2) Given the reactants I[C:2]1[N:10]=[C:9]2[C:5]([N:6]=[CH:7][N:8]2[CH2:11][C:12]2[CH:17]=[CH:16][CH:15]=[C:14]([CH2:18][C:19]([O:21][CH3:22])=[O:20])[CH:13]=2)=[C:4]([NH2:23])[N:3]=1.[Br-].[CH:25]1([Zn+])[CH2:29][CH2:28][CH2:27][CH2:26]1.[Cl-].[NH4+], predict the reaction product. The product is: [CH:25]1([C:2]2[N:10]=[C:9]3[C:5]([N:6]=[CH:7][N:8]3[CH2:11][C:12]3[CH:17]=[CH:16][CH:15]=[C:14]([CH2:18][C:19]([O:21][CH3:22])=[O:20])[CH:13]=3)=[C:4]([NH2:23])[N:3]=2)[CH2:29][CH2:28][CH2:27][CH2:26]1. (3) Given the reactants [CH2:1]([C:3]1[C:8](=[O:9])[NH:7][C:6]([CH3:10])=[C:5]([C:11]2[CH:12]=[N:13][CH:14]=[C:15]([C:17]([OH:19])=O)[CH:16]=2)[CH:4]=1)[CH3:2].[N:20]1[CH:25]=[CH:24][C:23]([C:26]2[CH2:30][CH:29]([CH2:31][NH2:32])[O:28][N:27]=2)=[CH:22][CH:21]=1, predict the reaction product. The product is: [N:20]1[CH:21]=[CH:22][C:23]([C:26]2[CH2:30][CH:29]([CH2:31][NH:32][C:17]([C:15]3[CH:16]=[C:11]([C:5]4[CH:4]=[C:3]([CH2:1][CH3:2])[C:8](=[O:9])[NH:7][C:6]=4[CH3:10])[CH:12]=[N:13][CH:14]=3)=[O:19])[O:28][N:27]=2)=[CH:24][CH:25]=1. (4) Given the reactants F[C:2](F)(F)[C:3]([OH:5])=[O:4].[CH3:8][NH:9][C@H:10]([C:14]([NH:16][C@H:17]([C:21]([N:23]([C@@H:25]([C@@H:61]([CH3:64])[CH2:62][CH3:63])[C@H:26]([O:59][CH3:60])[CH2:27][C:28]([N:30]1[CH2:34][CH2:33][CH2:32][C@H:31]1[C@H:35]([O:57][CH3:58])[C@@H:36]([CH3:56])[C:37]([NH:39][C@@H:40]([CH2:49][C:50]1[CH:55]=[CH:54][CH:53]=[CH:52][CH:51]=1)[C:41]([N:43]1[CH2:48][CH2:47][CH2:46][CH2:45]O1)=[O:42])=[O:38])=[O:29])[CH3:24])=[O:22])[CH:18]([CH3:20])[CH3:19])=[O:15])[CH:11]([CH3:13])[CH3:12].[CH:65]1[C:77]2C(COC(N(C)[C@H](C(N[C@H](C(N([C@@H]([C@@H](C)CC)[C@H](OC)CC(O)=O)C)=O)C(C)C)=O)C(C)C)=O)C3C(=CC=CC=3)C=2C=C[CH:66]=1.O=[CH:112][CH2:113]CC(O)=O.[C:118]([BH3-])#N.[Na+], predict the reaction product. The product is: [C:3]([CH2:2][CH2:112][CH2:113][N:9]([CH3:8])[C@H:10]([C:14]([NH:16][C@H:17]([C:21]([N:23]([C@@H:25]([C@@H:61]([CH3:64])[CH2:62][CH3:63])[C@H:26]([O:59][CH3:60])[CH2:27][C:28]([N:30]1[CH2:34][CH2:33][CH2:32][C@H:31]1[C@H:35]([O:57][CH3:58])[C@@H:36]([CH3:56])[C:37]([NH:39][C@@H:40]([CH2:49][C:50]1[CH:51]=[CH:52][CH:53]=[CH:54][CH:55]=1)[C:41]([N:43]([CH2:48][C:47]1[CH:46]=[CH:45][CH:77]=[CH:65][CH:66]=1)[CH3:118])=[O:42])=[O:38])=[O:29])[CH3:24])=[O:22])[CH:18]([CH3:19])[CH3:20])=[O:15])[CH:11]([CH3:12])[CH3:13])([OH:5])=[O:4]. (5) Given the reactants C1(C)C=CC=CC=1.[CH3:8][C:9]([CH3:29])([CH2:27][CH3:28])[C@H:10]([C:12]1[O:13][C:14]([C:17]2[CH:22]=[CH:21][C:20]([C:23]([F:26])([F:25])[F:24])=[CH:19][CH:18]=2)=[N:15][N:16]=1)[OH:11].[CH:30]1[C:35]([N+:36]([O-:38])=[O:37])=[CH:34][CH:33]=[C:32]([Cl-]C([O-])=O)[CH:31]=1.N1C=CC=CC=1.CC[O:51][C:52](C)=[O:53], predict the reaction product. The product is: [C:52](=[O:51])([O:53][C:32]1[CH:31]=[CH:30][C:35]([N+:36]([O-:38])=[O:37])=[CH:34][CH:33]=1)[O:11][C@@H:10]([C:12]1[O:13][C:14]([C:17]2[CH:22]=[CH:21][C:20]([C:23]([F:26])([F:24])[F:25])=[CH:19][CH:18]=2)=[N:15][N:16]=1)[C:9]([CH3:29])([CH3:8])[CH2:27][CH3:28]. (6) Given the reactants OC(C)(C)[CH2:3][CH:4]=[C:5]1[CH:14]=[CH:13][C:8]([C:9]([O:11]C)=[O:10])=[C:7]([C:15]([O:17]C)=[O:16])[CH2:6]1.O=C1O[C@H]([C@H](CO)O)C(O)=C1O.[OH-].[Na+].Cl, predict the reaction product. The product is: [C:4]([C:5]1[CH:6]=[C:7]([C:15]([OH:17])=[O:16])[C:8](=[CH:13][CH:14]=1)[C:9]([OH:11])=[O:10])#[CH:3]. (7) Given the reactants [NH2:1][CH2:2][CH:3]([OH:9])[CH2:4][O:5][CH:6]([CH3:8])[CH3:7].Cl[C:11]([O:13][CH2:14][C:15]1[CH:20]=[CH:19][CH:18]=[CH:17][CH:16]=1)=[O:12].C(N(C(C)C)CC)(C)C.CN(C=O)C, predict the reaction product. The product is: [OH:9][CH:3]([CH2:4][O:5][CH:6]([CH3:8])[CH3:7])[CH2:2][NH:1][C:11](=[O:12])[O:13][CH2:14][C:15]1[CH:20]=[CH:19][CH:18]=[CH:17][CH:16]=1. (8) Given the reactants [F:1][CH:2]([F:14])[CH2:3][N:4]1[CH2:9][CH2:8][N:7]2[N:10]=[C:11]([NH2:13])[CH:12]=[C:6]2[CH2:5]1.Br[C:16]1[C:17](=[O:24])[N:18]([CH3:23])[CH:19]=[C:20]([Br:22])[CH:21]=1.C(=O)([O-])[O-].[Cs+].[Cs+].CC1(C)C2C(=C(P(C3C=CC=CC=3)C3C=CC=CC=3)C=CC=2)OC2C(P(C3C=CC=CC=3)C3C=CC=CC=3)=CC=CC1=2, predict the reaction product. The product is: [Br:22][C:20]1[CH:21]=[C:16]([NH:13][C:11]2[CH:12]=[C:6]3[CH2:5][N:4]([CH2:3][CH:2]([F:1])[F:14])[CH2:9][CH2:8][N:7]3[N:10]=2)[C:17](=[O:24])[N:18]([CH3:23])[CH:19]=1. (9) The product is: [CH3:31][S:30][C:27]1[N:26]=[CH:25][C:24]2=[CH:23][CH:22]=[C:21]([C:38]3[CH:39]=[C:34]([NH2:33])[CH:35]=[CH:36][CH:37]=3)[N:29]2[N:28]=1. Given the reactants C1(P(C2C=CC=CC=2)C2C=CC=CC=2)C=CC=CC=1.Br[C:21]1[N:29]2[C:24]([CH:25]=[N:26][C:27]([S:30][CH3:31])=[N:28]2)=[CH:23][CH:22]=1.Cl.[NH2:33][C:34]1[CH:35]=[C:36](B(O)O)[CH:37]=[CH:38][CH:39]=1.C(=O)([O-])[O-].[Na+].[Na+].Cl, predict the reaction product. (10) The product is: [CH2:1]([O:5][C:6]1[N:14]=[C:13]2[C:9]([N:10]=[C:11]([O:15][CH3:16])[N:12]2[CH2:31][C:28]2[CH:27]=[N:26][C:25]([Cl:24])=[CH:30][CH:29]=2)=[C:8]([NH2:17])[N:7]=1)[CH2:2][CH2:3][CH3:4]. Given the reactants [CH2:1]([O:5][C:6]1[N:14]=[C:13]2[C:9]([NH:10][C:11]([O:15][CH3:16])=[N:12]2)=[C:8]([NH2:17])[N:7]=1)[CH2:2][CH2:3][CH3:4].C(=O)([O-])[O-].[K+].[K+].[Cl:24][C:25]1[CH:30]=[CH:29][C:28]([CH2:31]Cl)=[CH:27][N:26]=1, predict the reaction product.